From a dataset of Peptide-MHC class I binding affinity with 185,985 pairs from IEDB/IMGT. Regression. Given a peptide amino acid sequence and an MHC pseudo amino acid sequence, predict their binding affinity value. This is MHC class I binding data. (1) The peptide sequence is SLRLSCAA. The MHC is HLA-A68:02 with pseudo-sequence HLA-A68:02. The binding affinity (normalized) is 0. (2) The peptide sequence is CIPSRSKMLK. The MHC is Patr-A0101 with pseudo-sequence Patr-A0101. The binding affinity (normalized) is 0.503. (3) The peptide sequence is IILLILSCI. The MHC is HLA-A02:03 with pseudo-sequence HLA-A02:03. The binding affinity (normalized) is 0.352. (4) The peptide sequence is ALSNGIPPV. The MHC is HLA-A02:01 with pseudo-sequence HLA-A02:01. The binding affinity (normalized) is 0.879. (5) The peptide sequence is VLFSIFYKDY. The MHC is HLA-A33:01 with pseudo-sequence HLA-A33:01. The binding affinity (normalized) is 0.257. (6) The peptide sequence is AVMYMGTLSY. The MHC is HLA-A03:01 with pseudo-sequence HLA-A03:01. The binding affinity (normalized) is 0.812. (7) The peptide sequence is ISRDNSKNTL. The MHC is HLA-B08:01 with pseudo-sequence HLA-B08:01. The binding affinity (normalized) is 0.346. (8) The peptide sequence is YLLPRRGPR. The MHC is Patr-A0101 with pseudo-sequence Patr-A0101. The binding affinity (normalized) is 0.365.